From a dataset of Peptide-MHC class I binding affinity with 185,985 pairs from IEDB/IMGT. Regression. Given a peptide amino acid sequence and an MHC pseudo amino acid sequence, predict their binding affinity value. This is MHC class I binding data. (1) The peptide sequence is ETINEEAAEW. The MHC is HLA-A26:01 with pseudo-sequence HLA-A26:01. The binding affinity (normalized) is 0.524. (2) The peptide sequence is RFSFNCSMK. The MHC is HLA-A03:01 with pseudo-sequence HLA-A03:01. The binding affinity (normalized) is 0.209. (3) The peptide sequence is FQFQNGQFI. The MHC is H-2-Db with pseudo-sequence H-2-Db. The binding affinity (normalized) is 0.712. (4) The peptide sequence is SRTPSGKRL. The MHC is HLA-A26:02 with pseudo-sequence HLA-A26:02. The binding affinity (normalized) is 0.266. (5) The MHC is HLA-B51:01 with pseudo-sequence HLA-B51:01. The binding affinity (normalized) is 0.364. The peptide sequence is SPLFLIVAAL.